Dataset: Catalyst prediction with 721,799 reactions and 888 catalyst types from USPTO. Task: Predict which catalyst facilitates the given reaction. (1) Reactant: [OH-].[Na+].C([O:5][C:6](=[O:44])[C:7]([O:31][C:32]1[CH:33]=[C:34]([C:38]2[CH:43]=[CH:42][CH:41]=[CH:40][CH:39]=2)[CH:35]=[CH:36][CH:37]=1)([CH3:30])[CH2:8][C:9]1[CH:14]=[CH:13][C:12]([O:15][CH2:16][CH2:17][C:18]2[N:19]=[C:20]([CH:24]3[CH2:29][CH2:28][CH2:27][CH2:26][CH2:25]3)[O:21][C:22]=2[CH3:23])=[CH:11][CH:10]=1)C.C(OC(=O)C(C)(OC1C=CC=CC=1)CC1C=CC(OCCC2N=C(C3CCCCC3)OC=2C)=CC=1)C. Product: [C:34]1([C:38]2[CH:43]=[CH:42][CH:41]=[CH:40][CH:39]=2)[CH:35]=[CH:36][CH:37]=[C:32]([O:31][C:7]([CH3:30])([CH2:8][C:9]2[CH:10]=[CH:11][C:12]([O:15][CH2:16][CH2:17][C:18]3[N:19]=[C:20]([CH:24]4[CH2:29][CH2:28][CH2:27][CH2:26][CH2:25]4)[O:21][C:22]=3[CH3:23])=[CH:13][CH:14]=2)[C:6]([OH:44])=[O:5])[CH:33]=1. The catalyst class is: 8. (2) Reactant: [Si:1]([O:8][CH2:9][C:10]1[N:15]=[CH:14][C:13]2[N:16]=[CH:17][N:18]([C:19]3[S:23][C:22]([C:24]([O:26]C)=O)=[C:21]([O:28][C@@H:29]([C:31]4[CH:36]=[CH:35][CH:34]=[CH:33][C:32]=4[C:37]([F:40])([F:39])[F:38])[CH3:30])[CH:20]=3)[C:12]=2[CH:11]=1)([C:4]([CH3:7])([CH3:6])[CH3:5])([CH3:3])[CH3:2].[NH3:41]. Product: [Si:1]([O:8][CH2:9][C:10]1[N:15]=[CH:14][C:13]2[N:16]=[CH:17][N:18]([C:19]3[S:23][C:22]([C:24]([NH2:41])=[O:26])=[C:21]([O:28][C@@H:29]([C:31]4[CH:36]=[CH:35][CH:34]=[CH:33][C:32]=4[C:37]([F:39])([F:38])[F:40])[CH3:30])[CH:20]=3)[C:12]=2[CH:11]=1)([C:4]([CH3:5])([CH3:6])[CH3:7])([CH3:3])[CH3:2]. The catalyst class is: 5. (3) Reactant: [CH:1](OCC)(OCC)OCC.Cl.N1C=CC=CC=1.[CH2:18]([C:22]1[O:26][N:25]=[C:24]([CH2:27][NH:28][C:29]2[C:38]3[C:33](=[CH:34][CH:35]=[CH:36][CH:37]=3)[N:32]=[CH:31][C:30]=2[NH2:39])[CH:23]=1)[CH2:19][CH2:20][CH3:21]. Product: [CH2:18]([C:22]1[O:26][N:25]=[C:24]([CH2:27][N:28]2[C:29]3[C:38]4[CH:37]=[CH:36][CH:35]=[CH:34][C:33]=4[N:32]=[CH:31][C:30]=3[N:39]=[CH:1]2)[CH:23]=1)[CH2:19][CH2:20][CH3:21]. The catalyst class is: 10. (4) Reactant: [CH3:1][C:2]([C@H:4]1[C@@H:8]2[C@@H:9]3[C@@:22]([CH3:25])([CH2:23][CH2:24][C@@:7]2([C:31]([OH:33])=[O:32])[CH2:6][CH2:5]1)[C@@:21]1([CH3:26])[C@@H:12]([C@:13]2([CH3:30])[C@@H:18]([CH2:19][CH2:20]1)[C:17]([CH3:28])([CH3:27])[C@@H:16]([OH:29])[CH2:15][CH2:14]2)[CH2:11][CH2:10]3)=[CH2:3].C1C(=O)N([Br:41])C(=O)C1. Product: [Br:41][CH2:3][C:2]([C@H:4]1[CH:8]2[CH:9]3[C@@:22]([CH3:25])([CH2:23][CH2:24][C@@:7]2([C:31]([OH:33])=[O:32])[CH2:6][CH2:5]1)[C@@:21]1([CH3:26])[CH:12]([C@:13]2([CH3:30])[CH:18]([CH2:19][CH2:20]1)[C:17]([CH3:27])([CH3:28])[C@@H:16]([OH:29])[CH2:15][CH2:14]2)[CH2:11][CH2:10]3)=[CH2:1]. The catalyst class is: 53.